Predict the product of the given reaction. From a dataset of Forward reaction prediction with 1.9M reactions from USPTO patents (1976-2016). Given the reactants [Cl:1][C:2]1[CH:7]=[CH:6][C:5]([O:8][CH3:9])=[CH:4][C:3]=1[NH:10][C:11](=[O:16])[C:12]([CH3:15])([CH3:14])[CH3:13].C([Li])CCC.[O:22]1[CH2:27][CH2:26][C:25](=[O:28])[CH2:24][CH2:23]1.O, predict the reaction product. The product is: [Cl:1][C:2]1[C:3]([NH:10][C:11](=[O:16])[C:12]([CH3:13])([CH3:15])[CH3:14])=[C:4]([C:25]2([OH:28])[CH2:26][CH2:27][O:22][CH2:23][CH2:24]2)[C:5]([O:8][CH3:9])=[CH:6][CH:7]=1.